Dataset: Forward reaction prediction with 1.9M reactions from USPTO patents (1976-2016). Task: Predict the product of the given reaction. (1) Given the reactants [CH:1]1([CH2:5][C@H:6]([C:21]2[CH:26]=[CH:25][C:24]([S:27][CH3:28])=[C:23]([CH3:29])[CH:22]=2)[C:7](N([C@H](C)[C@H](O)C2C=CC=CC=2)C)=[O:8])[CH2:4][CH2:3][CH2:2]1.S(=O)(=O)(O)[OH:31], predict the reaction product. The product is: [CH:1]1([CH2:5][C@H:6]([C:21]2[CH:26]=[CH:25][C:24]([S:27][CH3:28])=[C:23]([CH3:29])[CH:22]=2)[C:7]([OH:8])=[O:31])[CH2:2][CH2:3][CH2:4]1. (2) Given the reactants [Na].C[O-].[Na+:4].[CH2:5]([O:12][C:13]1[CH:18]=[CH:17][C:16]([C:19]2[NH:38][C:22]3=[N:23][C:24]([N:27]4[CH2:32][CH2:31][N:30]([S:33]([CH2:36][CH3:37])(=[O:35])=[O:34])[CH2:29][CH2:28]4)=[CH:25][CH:26]=[C:21]3[N:20]=2)=[CH:15][C:14]=1Br)[C:6]1[CH:11]=[CH:10][CH:9]=[CH:8][CH:7]=1.CN([CH:43]=[O:44])C, predict the reaction product. The product is: [CH3:5][O-:12].[Na+:4].[CH2:5]([O:12][C:13]1[CH:18]=[CH:17][C:16]([C:19]2[NH:38][C:22]3=[N:23][C:24]([N:27]4[CH2:32][CH2:31][N:30]([S:33]([CH2:36][CH3:37])(=[O:35])=[O:34])[CH2:29][CH2:28]4)=[CH:25][CH:26]=[C:21]3[N:20]=2)=[CH:15][C:14]=1[O:44][CH3:43])[C:6]1[CH:11]=[CH:10][CH:9]=[CH:8][CH:7]=1. (3) Given the reactants [CH2:1]([O:3][C:4](=[O:19])[C:5]1[CH:10]=[C:9]([CH:11]=[C:12]([CH3:14])[CH3:13])[C:8]([CH:15]=[C:16]([CH3:18])[CH3:17])=[N:7][CH:6]=1)[CH3:2], predict the reaction product. The product is: [CH2:1]([O:3][C:4](=[O:19])[C:5]1[CH:10]=[C:9]([CH2:11][CH:12]([CH3:13])[CH3:14])[C:8]([CH2:15][CH:16]([CH3:18])[CH3:17])=[N:7][CH:6]=1)[CH3:2]. (4) The product is: [CH:22]([N:18]1[C:17]([C:11]2[S:12][C:13]3[CH2:14][CH2:15][O:16][C:7]4[CH:6]=[C:5]([CH2:3][OH:2])[CH:26]=[CH:25][C:8]=4[C:9]=3[N:10]=2)=[N:21][CH:20]=[N:19]1)([CH3:24])[CH3:23]. Given the reactants C[O:2][C:3]([C:5]1[CH:26]=[CH:25][C:8]2[C:9]3[N:10]=[C:11]([C:17]4[N:18]([CH:22]([CH3:24])[CH3:23])[N:19]=[CH:20][N:21]=4)[S:12][C:13]=3[CH2:14][CH2:15][O:16][C:7]=2[CH:6]=1)=O.[H-].C([Al+]CC(C)C)C(C)C.CO.C(C(C(C([O-])=O)O)O)([O-])=O.[Na+].[K+], predict the reaction product.